From a dataset of Forward reaction prediction with 1.9M reactions from USPTO patents (1976-2016). Predict the product of the given reaction. Given the reactants [CH2:1]([NH:5][C:6]1[N:14]=[C:13]2[C:9]([N:10]=[C:11]([O:20]C)[N:12]2[CH2:15][CH2:16][CH2:17][CH2:18]Cl)=[C:8]([NH2:22])[N:7]=1)[CH2:2][CH2:3][CH3:4].[CH3:23][C:24]([N:27]1[CH2:32][CH2:31][NH:30][CH2:29][CH2:28]1)([CH3:26])[CH3:25], predict the reaction product. The product is: [NH2:22][C:8]1[N:7]=[C:6]([NH:5][CH2:1][CH2:2][CH2:3][CH3:4])[N:14]=[C:13]2[C:9]=1[NH:10][C:11](=[O:20])[N:12]2[CH2:15][CH2:16][CH2:17][CH2:18][N:30]1[CH2:31][CH2:32][N:27]([C:24]([CH3:26])([CH3:25])[CH3:23])[CH2:28][CH2:29]1.